From a dataset of Full USPTO retrosynthesis dataset with 1.9M reactions from patents (1976-2016). Predict the reactants needed to synthesize the given product. (1) Given the product [Br-:32].[OH:20][C:11]([C:15]1[S:16][CH:17]=[CH:18][CH:19]=1)([CH2:12][CH:13]=[CH2:14])[C:10]([O:9][C@@H:3]1[CH:4]2[CH2:5][CH2:6][N+:1]([CH2:31][CH2:30][CH2:29][O:22][C:23]3[CH:28]=[CH:27][CH:26]=[CH:25][CH:24]=3)([CH2:8][CH2:7]2)[CH2:2]1)=[O:21], predict the reactants needed to synthesize it. The reactants are: [N:1]12[CH2:8][CH2:7][CH:4]([CH2:5][CH2:6]1)[C@@H:3]([O:9][C:10](=[O:21])[C:11]([OH:20])([C:15]1[S:16][CH:17]=[CH:18][CH:19]=1)[CH2:12][CH:13]=[CH2:14])[CH2:2]2.[O:22]([CH2:29][CH2:30][CH2:31][Br:32])[C:23]1[CH:28]=[CH:27][CH:26]=[CH:25][CH:24]=1. (2) Given the product [N+:1]([C:4]1[C:5]([NH:23][CH2:24][C@H:25]2[CH2:26][CH2:27][C@H:28]([N:31]3[CH2:34][CH2:33][CH:32]3[C:35]([NH2:41])=[O:36])[CH2:29][CH2:30]2)=[N:6][C:7]([NH:10][CH2:11][C:12]2[CH:17]=[CH:16][CH:15]=[CH:14][C:13]=2[O:18][C:19]([F:20])([F:21])[F:22])=[N:8][CH:9]=1)([O-:3])=[O:2], predict the reactants needed to synthesize it. The reactants are: [N+:1]([C:4]1[C:5]([NH:23][CH2:24][C@H:25]2[CH2:30][CH2:29][C@H:28]([N:31]3[CH2:34][CH2:33][CH:32]3[C:35](O)=[O:36])[CH2:27][CH2:26]2)=[N:6][C:7]([NH:10][CH2:11][C:12]2[CH:17]=[CH:16][CH:15]=[CH:14][C:13]=2[O:18][C:19]([F:22])([F:21])[F:20])=[N:8][CH:9]=1)([O-:3])=[O:2].[Cl-].[NH4+].C[N:41](C(ON1N=NC2C=CC=NC1=2)=[N+](C)C)C.F[P-](F)(F)(F)(F)F.CCN(C(C)C)C(C)C. (3) Given the product [CH3:16][O:17][C:2]([CH2:3][C@@H:4]([C@@H:6]([CH2:8][OH:9])[OH:7])[OH:5])=[O:1], predict the reactants needed to synthesize it. The reactants are: [O:1]=[CH:2][CH2:3][C@@H:4]([C@@H:6]([CH2:8][OH:9])[OH:7])[OH:5].Cl.C(=O)(O)[O-].[Na+].[CH3:16][OH:17]. (4) Given the product [NH2:20][C:17]1[S:18][CH:19]=[C:15]([CH2:14][CH2:13][O:12][C:11]2[CH:10]=[CH:9][C:8]([NH:7][C:5](=[O:6])[C:4]3[CH:30]=[CH:31][CH:32]=[CH:33][C:3]=3[N:2]([CH3:34])[CH3:1])=[CH:29][CH:28]=2)[N:16]=1, predict the reactants needed to synthesize it. The reactants are: [CH3:1][N:2]([CH3:34])[C:3]1[CH:33]=[CH:32][CH:31]=[CH:30][C:4]=1[C:5]([NH:7][C:8]1[CH:29]=[CH:28][C:11]([O:12][CH2:13][CH2:14][C:15]2[N:16]=[C:17]([NH:20]C(=O)OC(C)(C)C)[S:18][CH:19]=2)=[CH:10][CH:9]=1)=[O:6].FC(F)(F)C(O)=O. (5) Given the product [F:16][C:15]([F:18])([F:17])[C:13]([NH:1][C:2]1[CH:7]=[CH:6][C:5]([CH2:8][S:9](=[O:10])(=[O:11])[NH2:12])=[CH:4][CH:3]=1)=[O:14], predict the reactants needed to synthesize it. The reactants are: [NH2:1][C:2]1[CH:7]=[CH:6][C:5]([CH2:8][S:9]([NH2:12])(=[O:11])=[O:10])=[CH:4][CH:3]=1.[C:13](O[C:13]([C:15]([F:18])([F:17])[F:16])=[O:14])([C:15]([F:18])([F:17])[F:16])=[O:14]. (6) Given the product [NH2:25][C:17]1[CH:18]=[C:19]([CH:23]=[CH:24][C:16]=1[C:14]1[O:15][C:11]([C:8]2[CH:7]=[CH:6][C:5]([C:1]([CH3:4])([CH3:3])[CH3:2])=[CH:10][CH:9]=2)=[N:12][N:13]=1)[C:20]([OH:22])=[O:21], predict the reactants needed to synthesize it. The reactants are: [C:1]([C:5]1[CH:10]=[CH:9][C:8]([C:11]2[O:15][C:14]([C:16]3[CH:24]=[CH:23][C:19]([C:20]([OH:22])=[O:21])=[CH:18][C:17]=3[N+:25]([O-])=O)=[N:13][N:12]=2)=[CH:7][CH:6]=1)([CH3:4])([CH3:3])[CH3:2]. (7) Given the product [O:1]1[C:10]2[C:5](=[CH:6][C:7]([C:11]3[C:16]([C:17]([O:19][CH3:20])=[O:18])=[C:15]([CH3:21])[N:14]=[C:13]4[N:22]([CH2:32][C:33]5[CH:38]=[CH:37][C:36]([F:39])=[C:35]([F:40])[CH:34]=5)[CH:23]=[CH:24][C:12]=34)=[CH:8][CH:9]=2)[CH2:4][CH2:3][CH2:2]1, predict the reactants needed to synthesize it. The reactants are: [O:1]1[C:10]2[C:5](=[CH:6][C:7]([C:11]3[C:16]([C:17]([O:19][CH3:20])=[O:18])=[C:15]([CH3:21])[N:14]=[C:13]4[NH:22][CH:23]=[CH:24][C:12]=34)=[CH:8][CH:9]=2)[CH2:4][CH2:3][CH2:2]1.C(=O)([O-])[O-].[Cs+].[Cs+].Br[CH2:32][C:33]1[CH:38]=[CH:37][C:36]([F:39])=[C:35]([F:40])[CH:34]=1. (8) The reactants are: [C:1]([O:5][C@@H:6]([C:11]1[C:40]([CH3:41])=[C:39]([CH:42]=[O:43])[C:38]2=[N:44][C:35]3=[CH:36][N:37]2[C:12]=1[N:13]1[CH2:49][CH2:48][C:16]([CH3:50])([O:17][CH2:18][CH2:19][CH2:20][CH2:21][C@H:22]([CH3:47])[O:23][C:24]2[CH:25]=[CH:26][C:27]([F:46])=[CH:28][C:29]=2[C:30]2[CH:45]=[C:34]3[CH:33]=[CH:32][CH:31]=2)[CH2:15][CH2:14]1)[C:7]([O:9][CH3:10])=[O:8])([CH3:4])([CH3:3])[CH3:2].[BH4-].[Na+]. Given the product [C:1]([O:5][C@@H:6]([C:11]1[C:40]([CH3:41])=[C:39]([CH2:42][OH:43])[C:38]2=[N:44][C:35]3=[CH:36][N:37]2[C:12]=1[N:13]1[CH2:14][CH2:15][C:16]([CH3:50])([O:17][CH2:18][CH2:19][CH2:20][CH2:21][C@H:22]([CH3:47])[O:23][C:24]2[CH:25]=[CH:26][C:27]([F:46])=[CH:28][C:29]=2[C:30]2[CH:45]=[C:34]3[CH:33]=[CH:32][CH:31]=2)[CH2:48][CH2:49]1)[C:7]([O:9][CH3:10])=[O:8])([CH3:4])([CH3:2])[CH3:3], predict the reactants needed to synthesize it. (9) Given the product [Br:1][C:2]1[CH:3]=[CH:4][C:5]([Cl:9])=[C:6]([O:8][CH2:11][CH2:12][CH2:13][O:14][CH3:15])[CH:7]=1, predict the reactants needed to synthesize it. The reactants are: [Br:1][C:2]1[CH:3]=[CH:4][C:5]([Cl:9])=[C:6]([OH:8])[CH:7]=1.Br[CH2:11][CH2:12][CH2:13][O:14][CH3:15].C([O-])([O-])=O.[K+].[K+]. (10) Given the product [F:25][C:21]1[CH:20]=[CH:19][C:18]([N+:26]([O-:4])=[O:29])=[C:17]([F:16])[C:22]=1[O:23][CH3:24], predict the reactants needed to synthesize it. The reactants are: FC(F)(F)C(OC(=O)C(F)(F)F)=[O:4].OO.[F:16][C:17]1[C:22]([O:23][CH3:24])=[C:21]([F:25])[CH:20]=[CH:19][C:18]=1[NH2:26].[Cl-].[Na+].[OH2:29].